Dataset: Full USPTO retrosynthesis dataset with 1.9M reactions from patents (1976-2016). Task: Predict the reactants needed to synthesize the given product. (1) Given the product [Br:1][C:2]1[CH:12]=[C:6]([CH2:7][OH:8])[C:5]([CH3:13])=[N:4][CH:3]=1, predict the reactants needed to synthesize it. The reactants are: [Br:1][C:2]1[CH:3]=[N:4][C:5]([CH3:13])=[C:6]([CH:12]=1)[C:7](OCC)=[O:8].[AlH4-].[Li+]. (2) The reactants are: O[CH2:2][CH2:3][N:4]1[CH2:9][CH2:8][N:7]([C:10]2[CH:17]=[CH:16][C:13]([C:14]#[N:15])=[C:12]([C:18]([F:21])([F:20])[F:19])[CH:11]=2)[CH2:6][CH2:5]1.C(=O)([O-])[O-].[K+].[K+].C1(P(C2C=CC=CC=2)C2C=CC=CC=2)C=CC=CC=1.C(Br)(Br)(Br)[Br:48]. Given the product [Br:48][CH2:2][CH2:3][N:4]1[CH2:9][CH2:8][N:7]([C:10]2[CH:17]=[CH:16][C:13]([C:14]#[N:15])=[C:12]([C:18]([F:21])([F:20])[F:19])[CH:11]=2)[CH2:6][CH2:5]1, predict the reactants needed to synthesize it. (3) Given the product [CH2:17]([O:21][C:22]1[CH:26]=[C:25](/[CH:27]=[CH:9]/[C:10]([O:12][CH2:13][CH3:14])=[O:11])[N:24]([CH2:29][C:30]2[CH:31]=[CH:32][C:33]([C:36]([F:38])([F:39])[F:37])=[CH:34][CH:35]=2)[N:23]=1)[CH2:18][CH2:19][CH3:20], predict the reactants needed to synthesize it. The reactants are: C(OP([CH2:9][C:10]([O:12][CH2:13][CH3:14])=[O:11])(OCC)=O)C.[H-].[Na+].[CH2:17]([O:21][C:22]1[CH:26]=[C:25]([CH:27]=O)[N:24]([CH2:29][C:30]2[CH:35]=[CH:34][C:33]([C:36]([F:39])([F:38])[F:37])=[CH:32][CH:31]=2)[N:23]=1)[CH2:18][CH2:19][CH3:20].[Cl-].[NH4+]. (4) Given the product [OH:4][C@@H:3]([CH3:5])[C@@H:2]([NH:1][C:47]([O:46][CH2:45][CH2:44][O:43][CH2:35][CH2:36][C:37]1[CH:38]=[CH:39][CH:40]=[CH:41][CH:42]=1)=[O:48])[C:6]([OH:8])=[O:7], predict the reactants needed to synthesize it. The reactants are: [NH2:1][C@@H:2]([C:6]([OH:8])=[O:7])[C@H:3]([CH3:5])[OH:4].C([O-])(O)=O.[Na+].C(=O)([O-])OC1C(CCOCCC2C=CC=CC=2)=CC=CN=1.[CH2:35]([O:43][CH2:44][CH2:45][O:46][C:47](N1C=CC=CC1=O)=[O:48])[CH2:36][C:37]1[CH:42]=[CH:41][CH:40]=[CH:39][CH:38]=1. (5) Given the product [Br:1][C:2]1[N:6]([CH2:18][C:19]([O:21][CH3:22])=[O:20])[N:5]=[C:4]([C:7]([F:10])([F:9])[F:8])[CH:3]=1, predict the reactants needed to synthesize it. The reactants are: [Br:1][C:2]1[NH:6][N:5]=[C:4]([C:7]([F:10])([F:9])[F:8])[CH:3]=1.C([O-])([O-])=O.[Cs+].[Cs+].Br[CH2:18][C:19]([O:21][CH3:22])=[O:20].C(OCC)(=O)C. (6) Given the product [CH3:3][N:2]([CH2:4][C:5]1[CH:10]=[CH:9][C:8]([CH:22]=[O:23])=[C:7]([OH:11])[CH:6]=1)[CH3:1], predict the reactants needed to synthesize it. The reactants are: [CH3:1][N:2]([CH2:4][C:5]1[CH:6]=[C:7]([OH:11])[CH:8]=[CH:9][CH:10]=1)[CH3:3].C(N(CC)CC)C.[Cl-].[Mg+2].[Cl-].[CH2:22]=[O:23]. (7) Given the product [CH3:1][O:2][C:3]1[CH:4]=[C:5]2[C:10](=[CH:11][C:12]=1[O:13][CH3:14])[N:9]=[CH:8][CH:7]=[C:6]2[O:15][C:16]1[C:22]([CH3:23])=[CH:21][C:19]([NH:20][C:29](=[O:35])[O:28][CH2:26][CH2:44][CH2:43][C:37]2[CH:42]=[CH:41][CH:40]=[CH:39][CH:38]=2)=[C:18]([CH3:24])[CH:17]=1, predict the reactants needed to synthesize it. The reactants are: [CH3:1][O:2][C:3]1[CH:4]=[C:5]2[C:10](=[CH:11][C:12]=1[O:13][CH3:14])[N:9]=[CH:8][CH:7]=[C:6]2[O:15][C:16]1[C:22]([CH3:23])=[CH:21][C:19]([NH2:20])=[C:18]([CH3:24])[CH:17]=1.Cl[C:26](Cl)([O:28][C:29](=[O:35])OC(Cl)(Cl)Cl)Cl.[C:37]1([CH2:43][CH2:44]CO)[CH:42]=[CH:41][CH:40]=[CH:39][CH:38]=1.C(=O)(O)[O-].[Na+]. (8) Given the product [CH:22]([C:11]1[NH:12][CH:13]=[CH:14][C:10]=1[CH:5]([CH2:6][CH2:7][O:8][CH3:9])[CH2:4][CH2:3][O:2][CH3:1])=[O:20], predict the reactants needed to synthesize it. The reactants are: [CH3:1][O:2][CH2:3][CH2:4][CH:5]([C:10]1[CH:14]=[CH:13][NH:12][CH:11]=1)[CH2:6][CH2:7][O:8][CH3:9].O=P(Cl)(Cl)Cl.[OH-:20].[Na+].[CH2:22](Cl)Cl. (9) Given the product [CH3:25][O:24][C:22](=[O:23])[CH2:21][O:18][C:15]1[CH:16]=[CH:17][C:12]([C:3]([CH2:4][CH3:5])([C:6]2[S:7][CH:8]=[C:9]([CH3:11])[CH:10]=2)[CH2:1][CH3:2])=[CH:13][C:14]=1[CH3:19], predict the reactants needed to synthesize it. The reactants are: [CH2:1]([C:3]([C:12]1[CH:17]=[CH:16][C:15]([OH:18])=[C:14]([CH3:19])[CH:13]=1)([C:6]1[S:7][CH:8]=[C:9]([CH3:11])[CH:10]=1)[CH2:4][CH3:5])[CH3:2].Br[CH2:21][C:22]([O:24][CH3:25])=[O:23].C([O-])([O-])=O.[K+].[K+]. (10) Given the product [NH2:29][CH2:30][CH2:31][NH:32][C:23]1[C:22]([C:21]#[C:20][C:16]2[CH:15]=[C:14]([NH:13][C:11]([NH:10][C:7]3[CH:6]=[C:5]([C:1]([CH3:4])([CH3:3])[CH3:2])[O:9][N:8]=3)=[O:12])[CH:19]=[CH:18][CH:17]=2)=[CH:27][N:26]=[CH:25][N:24]=1, predict the reactants needed to synthesize it. The reactants are: [C:1]([C:5]1[O:9][N:8]=[C:7]([NH:10][C:11]([NH:13][C:14]2[CH:19]=[CH:18][CH:17]=[C:16]([C:20]#[C:21][C:22]3[C:23](Cl)=[N:24][CH:25]=[N:26][CH:27]=3)[CH:15]=2)=[O:12])[CH:6]=1)([CH3:4])([CH3:3])[CH3:2].[NH2:29][CH2:30][CH2:31][NH2:32].